This data is from TCR-epitope binding with 47,182 pairs between 192 epitopes and 23,139 TCRs. The task is: Binary Classification. Given a T-cell receptor sequence (or CDR3 region) and an epitope sequence, predict whether binding occurs between them. (1) The TCR CDR3 sequence is CASSLGGDTYEQYF. Result: 0 (the TCR does not bind to the epitope). The epitope is RIFTIGTVTLK. (2) The epitope is GLCTLVAML. The TCR CDR3 sequence is CASSDWGLTEAFF. Result: 0 (the TCR does not bind to the epitope).